This data is from Catalyst prediction with 721,799 reactions and 888 catalyst types from USPTO. The task is: Predict which catalyst facilitates the given reaction. (1) Reactant: [C:1]([N:4]1[C:13]2[C:8](=[CH:9][C:10]([C:14]3[N:15]=[N:16][N:17]([CH2:19][CH2:20][O:21][Si](C(C)(C)C)(C)C)[CH:18]=3)=[CH:11][CH:12]=2)[C@H:7]([NH2:29])[CH2:6][C@@H:5]1[CH3:30])(=[O:3])[CH3:2].Br[C:32]1[CH:37]=[CH:36][CH:35]=[C:34]([CH3:38])[N:33]=1.CC(C)([O-])C.[Na+].C1(P(C2CCCCC2)C2C=CC=CC=2C2C(N(C)C)=CC=CC=2)CCCCC1. Product: [C:1]([N:4]1[C:13]2[C:8](=[CH:9][C:10]([C:14]3[N:15]=[N:16][N:17]([CH2:19][CH2:20][OH:21])[CH:18]=3)=[CH:11][CH:12]=2)[C@H:7]([NH:29][C:32]2[CH:37]=[CH:36][CH:35]=[C:34]([CH3:38])[N:33]=2)[CH2:6][C@@H:5]1[CH3:30])(=[O:3])[CH3:2]. The catalyst class is: 101. (2) Reactant: [H-].[Na+].[CH3:3][N:4]([CH3:9])[CH2:5][CH2:6][CH2:7][OH:8].F[C:11]1[CH:16]=[CH:15][C:14]([S:17]([NH:20][C:21]2[CH:26]=[CH:25][C:24]([Cl:27])=[CH:23][CH:22]=2)(=[O:19])=[O:18])=[CH:13][CH:12]=1. Product: [Cl:27][C:24]1[CH:23]=[CH:22][C:21]([NH:20][S:17]([C:14]2[CH:15]=[CH:16][C:11]([O:8][CH2:7][CH2:6][CH2:5][N:4]([CH3:9])[CH3:3])=[CH:12][CH:13]=2)(=[O:19])=[O:18])=[CH:26][CH:25]=1. The catalyst class is: 12. (3) Reactant: [F:1][C:2]1[C:42]([F:43])=[CH:41][CH:40]=[CH:39][C:3]=1[CH2:4][S:5][C:6]1[N:11]=[C:10]([NH:12][S:13]([N:16]2[CH2:21][CH2:20][N:19](C(OC(C)(C)C)=O)[CH2:18][CH2:17]2)(=[O:15])=[O:14])[CH:9]=[C:8]([O:29][C@@H:30]([C@@H:32]2[CH2:36][O:35]C(C)(C)[O:33]2)[CH3:31])[N:7]=1. Product: [F:1][C:2]1[C:42]([F:43])=[CH:41][CH:40]=[CH:39][C:3]=1[CH2:4][S:5][C:6]1[N:11]=[C:10]([NH:12][S:13]([N:16]2[CH2:17][CH2:18][NH:19][CH2:20][CH2:21]2)(=[O:15])=[O:14])[CH:9]=[C:8]([O:29][C@H:30]([CH3:31])[C@@H:32]([OH:33])[CH2:36][OH:35])[N:7]=1. The catalyst class is: 617. (4) Reactant: [CH2:1]([NH2:11])[C:2]1[CH:10]=[CH:9][C:8]2[O:7][CH2:6][O:5][C:4]=2[CH:3]=1.[C:12](Cl)([Cl:14])=[S:13]. Product: [Cl-:14].[O:7]1[C:8]2[CH:9]=[CH:10][C:2]([CH2:1][NH:11][CH:12]=[S:13])=[CH:3][C:4]=2[O:5][CH2:6]1. The catalyst class is: 4. (5) Reactant: FC(F)(F)C(O)=O.CC([NH:16][C:17]1[C:22]2[CH:23]=[CH:24][N:25]([C:26]([O:28][CH2:29][C:30]3[CH:35]=[CH:34][CH:33]=[CH:32][CH:31]=3)=[O:27])[C:21]=2[CH:20]=[CH:19][N:18]=1)(CC(C)(C)C)C. Product: [NH2:16][C:17]1[C:22]2[CH:23]=[CH:24][N:25]([C:26]([O:28][CH2:29][C:30]3[CH:35]=[CH:34][CH:33]=[CH:32][CH:31]=3)=[O:27])[C:21]=2[CH:20]=[CH:19][N:18]=1. The catalyst class is: 4. (6) Reactant: [CH2:1]([N:8]1[C:17](=O)[C:16]2[C:11](=[CH:12][CH:13]=[CH:14][CH:15]=2)[C:10]([C:19]2[C:27]3[C:22](=[CH:23][CH:24]=[CH:25][CH:26]=3)[N:21]([CH2:28][C:29]([OH:31])=O)[C:20]=2[CH3:32])=[N:9]1)[C:2]1[CH:7]=[CH:6][CH:5]=[CH:4][CH:3]=1.Cl.[CH3:34][NH:35][CH3:36].F[P-](F)(F)(F)(F)F.N1([O:53][P+](N(C)C)(N(C)C)N(C)C)C2C=CC=CC=2N=N1.CN1CCOCC1. Product: [CH2:17]([N:8]1[C:1](=[O:53])[C:2]2[C:3](=[CH:4][CH:5]=[CH:6][CH:7]=2)[C:10]([C:19]2[C:27]3[C:22](=[CH:23][CH:24]=[CH:25][CH:26]=3)[N:21]([CH2:28][C:29]([N:35]([CH3:36])[CH3:34])=[O:31])[C:20]=2[CH3:32])=[N:9]1)[C:16]1[CH:11]=[CH:12][CH:13]=[CH:14][CH:15]=1. The catalyst class is: 18. (7) Reactant: C(N(C1C[C:15]2[C:10](=[CH:11][C:12]3[Si:20]([CH3:22])([CH3:21])[C:19]4[CH:23]=[CH:24][CH:25]=[CH:26][C:18]=4[C:17](=O)[C:13]=3[CH:14]=2)[N:9]1C)CC=C)C=C.[C:29]1([CH3:37])[CH:34]=[CH:33][CH:32]=[CH:31][C:30]=1[Mg]Br.Cl.[C:39](=O)([O-])O.[Na+].[BH4-].[Na+].[CH3:46][N:47]1C(=O)CC(=O)N(C)[C:48]1=O. Product: [CH3:46][N:47]1[C:30]2[C:29](=[CH:34][C:33]3[CH:17]([C:18]4[CH:26]=[CH:25][CH:24]=[CH:23][C:19]=4[CH3:39])[C:13]4[CH:14]=[CH:15][C:10]([NH2:9])=[CH:11][C:12]=4[Si:20]([CH3:21])([CH3:22])[C:32]=3[CH:31]=2)[CH2:37][CH2:48]1. The catalyst class is: 1. (8) Reactant: B(O)O.[OH-].[Na+].[N+:6]([CH3:9])([O-:8])=[O:7].[CH:10]1([N:13]2[C:22]3[C:17](=[CH:18][C:19]([F:50])=[C:20]([N:23]4[CH2:28][CH2:27][N:26]([CH2:29][CH2:30][CH2:31][O:32][C:33]5[CH:38]=[CH:37][CH:36]=[C:35](C=O)[C:34]=5[B:41]5[O:45][C:44](C)(C)C(C)(C)[O:42]5)[CH2:25][CH2:24]4)[CH:21]=3)[C:16](=[O:51])[C:15]([C:52]([OH:54])=[O:53])=[CH:14]2)[CH2:12][CH2:11]1.Cl. Product: [CH:10]1([N:13]2[C:22]3[C:17](=[CH:18][C:19]([F:50])=[C:20]([N:23]4[CH2:28][CH2:27][N:26]([CH2:29][CH2:30][CH2:31][O:32][C:33]5[C:34]6[B:41]([OH:42])[O:45][CH:44]([CH2:9][N+:6]([O-:8])=[O:7])[C:35]=6[CH:36]=[CH:37][CH:38]=5)[CH2:25][CH2:24]4)[CH:21]=3)[C:16](=[O:51])[C:15]([C:52]([OH:54])=[O:53])=[CH:14]2)[CH2:12][CH2:11]1. The catalyst class is: 20. (9) Reactant: [Cl:1][C:2]1[CH:7]=[CH:6][C:5]([NH:8][C:9]([N:11]2[CH2:16][CH2:15][N:14]([C:17]([O:19][C:20]([CH3:23])([CH3:22])[CH3:21])=[O:18])[CH2:13][CH:12]2[CH2:24]O)=[O:10])=[CH:4][CH:3]=1.C1(P(C2C=CC=CC=2)C2C=CC=CC=2)C=CC=CC=1.N(C(OCC)=O)=NC(OCC)=O.C1(C)C=CC=CC=1.O. Product: [Cl:1][C:2]1[CH:7]=[CH:6][C:5]([N:8]2[CH2:24][CH:12]3[CH2:13][N:14]([C:17]([O:19][C:20]([CH3:23])([CH3:21])[CH3:22])=[O:18])[CH2:15][CH2:16][N:11]3[C:9]2=[O:10])=[CH:4][CH:3]=1. The catalyst class is: 9. (10) Reactant: [C:1]1([CH:7]([C:26]2[CH:31]=[CH:30][CH:29]=[CH:28][CH:27]=2)[N:8]2[CH2:11][CH:10]([N:12]3[CH2:17][CH2:16][N:15]([C:18](OC(C)(C)C)=O)[CH2:14][C@@H:13]3[CH3:25])[CH2:9]2)[CH:6]=[CH:5][CH:4]=[CH:3][CH:2]=1.C1COCC1.[H-].[Al+3].[Li+].[H-].[H-].[H-].[OH-].[Na+]. Product: [C:26]1([CH:7]([C:1]2[CH:6]=[CH:5][CH:4]=[CH:3][CH:2]=2)[N:8]2[CH2:11][CH:10]([N:12]3[CH2:17][CH2:16][N:15]([CH3:18])[CH2:14][C@@H:13]3[CH3:25])[CH2:9]2)[CH:27]=[CH:28][CH:29]=[CH:30][CH:31]=1. The catalyst class is: 6.